This data is from Reaction yield outcomes from USPTO patents with 853,638 reactions. The task is: Predict the reaction yield, written as a fraction of the theoretical maximum amount of product (1.0 means a 100% yield; for example, 0.34 means a 34% yield). (1) The reactants are [N+:1]([C:4]1[CH:12]=[CH:11][C:7]([C:8]([OH:10])=O)=[CH:6][CH:5]=1)([O-:3])=[O:2].[CH3:13][N:14]([CH3:19])[CH2:15][CH2:16][NH:17][CH3:18].C1C=CC2N(O)N=NC=2C=1.CCN=C=NCCCN(C)C.Cl.CCN(C(C)C)C(C)C. The catalyst is CN(C=O)C.O. The product is [CH3:13][N:14]([CH3:19])[CH2:15][CH2:16][N:17]([CH3:18])[C:8](=[O:10])[C:7]1[CH:6]=[CH:5][C:4]([N+:1]([O-:3])=[O:2])=[CH:12][CH:11]=1. The yield is 1.00. (2) The reactants are [Br:1][C:2]1[CH:7]=[CH:6][C:5]([CH2:8][C:9]([O:11][CH2:12][CH3:13])=[O:10])=[CH:4][CH:3]=1.C([N-]C(C)C)(C)C.[Li+].C([C:24]([O:26][CH2:27][CH3:28])=[O:25])#N. The catalyst is C1COCC1. The product is [Br:1][C:2]1[CH:3]=[CH:4][C:5]([CH:8]([C:24]([O:26][CH2:27][CH3:28])=[O:25])[C:9]([O:11][CH2:12][CH3:13])=[O:10])=[CH:6][CH:7]=1. The yield is 0.410. (3) The reactants are Br[C:2]1[S:3][C:4]([NH:12][C:13](=[O:22])[C:14]2[CH:19]=[CH:18][C:17]([O:20][CH3:21])=[CH:16][CH:15]=2)=[C:5]([C:7]([O:9][CH2:10][CH3:11])=[O:8])[N:6]=1.CC1(C)C2C(=C(P(C3C=CC=CC=3)C3C=CC=CC=3)C=CC=2)OC2C(P(C3C=CC=CC=3)C3C=CC=CC=3)=CC=CC1=2.C(=O)([O-])[O-].[Cs+].[Cs+].[NH2:71][C:72]1[CH:77]=[CH:76][N:75]=[CH:74][CH:73]=1. The catalyst is O1CCOCC1.C1C=CC(/C=C/C(/C=C/C2C=CC=CC=2)=O)=CC=1.C1C=CC(/C=C/C(/C=C/C2C=CC=CC=2)=O)=CC=1.C1C=CC(/C=C/C(/C=C/C2C=CC=CC=2)=O)=CC=1.[Pd].[Pd]. The product is [CH3:21][O:20][C:17]1[CH:18]=[CH:19][C:14]([C:13]([NH:12][C:4]2[S:3][C:2]([NH:71][C:72]3[CH:77]=[CH:76][N:75]=[CH:74][CH:73]=3)=[N:6][C:5]=2[C:7]([O:9][CH2:10][CH3:11])=[O:8])=[O:22])=[CH:15][CH:16]=1. The yield is 0.260. (4) The reactants are [CH2:1]([S:9][C:10]1[C:11](=[O:16])[NH:12][CH:13]=[CH:14][N:15]=1)[CH2:2][C:3]1[CH:8]=[CH:7][CH:6]=[CH:5][CH:4]=1.Br[C:18]1[CH:29]=[CH:28][C:21]([O:22][CH2:23][C:24]([CH3:27])([OH:26])[CH3:25])=[C:20]([CH3:30])[CH:19]=1.[O-]P([O-])([O-])=O.[K+].[K+].[K+].CNCCNC. The catalyst is O1CCOCC1.[Cu](I)I. The product is [OH:26][C:24]([CH3:27])([CH3:25])[CH2:23][O:22][C:21]1[CH:28]=[CH:29][C:18]([N:12]2[CH:13]=[CH:14][N:15]=[C:10]([S:9][CH2:1][CH2:2][C:3]3[CH:4]=[CH:5][CH:6]=[CH:7][CH:8]=3)[C:11]2=[O:16])=[CH:19][C:20]=1[CH3:30]. The yield is 0.575. (5) The reactants are Br[C:2]1[CH:3]=[C:4]([N:8]2[C:16]3[C:11](=[CH:12][C:13]([C:17]4[CH:21]=[CH:20][N:19]([CH3:22])[N:18]=4)=[CH:14][CH:15]=3)[C:10]([C:23]([NH2:25])=[O:24])=[N:9]2)[CH:5]=[CH:6][CH:7]=1.[C:26]([C@:28]1([OH:35])[CH2:32][CH2:31][N:30]([CH3:33])[C:29]1=[O:34])#[CH:27]. No catalyst specified. The product is [OH:35][C@@:28]1([C:26]#[C:27][C:2]2[CH:3]=[C:4]([N:8]3[C:16]4[C:11](=[CH:12][C:13]([C:17]5[CH:21]=[CH:20][N:19]([CH3:22])[N:18]=5)=[CH:14][CH:15]=4)[C:10]([C:23]([NH2:25])=[O:24])=[N:9]3)[CH:5]=[CH:6][CH:7]=2)[CH2:32][CH2:31][N:30]([CH3:33])[C:29]1=[O:34]. The yield is 0.780. (6) The reactants are [F:1][C:2]1[CH:7]=[C:6]([F:8])[CH:5]=[C:4]([F:9])[C:3]=1/[CH:10]=[CH:11]/[C:12]([O:14][CH2:15][CH3:16])=[O:13].C(O)=O. The catalyst is C(OCC)(=O)C.[Pd]. The product is [F:1][C:2]1[CH:7]=[C:6]([F:8])[CH:5]=[C:4]([F:9])[C:3]=1[CH2:10][CH2:11][C:12]([O:14][CH2:15][CH3:16])=[O:13]. The yield is 0.890. (7) The reactants are [C:1]1([C:7]2[N:8]=[C:9]([NH:12][NH2:13])[S:10][CH:11]=2)[CH:6]=[CH:5][CH:4]=[CH:3][CH:2]=1.[C:14](O[C:14]([O:16][C:17]([CH3:20])([CH3:19])[CH3:18])=[O:15])([O:16][C:17]([CH3:20])([CH3:19])[CH3:18])=[O:15]. The catalyst is ClCCl. The product is [C:17]([O:16][C:14]([N:13]([NH:12][C:9]1[S:10][CH:11]=[C:7]([C:1]2[CH:2]=[CH:3][CH:4]=[CH:5][CH:6]=2)[N:8]=1)[C:14](=[O:15])[O:16][C:17]([CH3:20])([CH3:19])[CH3:18])=[O:15])([CH3:20])([CH3:19])[CH3:18]. The yield is 0.690. (8) The reactants are [Br:1][C:2]1[CH:9]=[CH:8][C:5]([C:6]#[N:7])=[C:4]([CH3:10])[CH:3]=1.[Br:11]NC(=O)CCC(N)=O.C(OOC(=O)C1C=CC=CC=1)(=O)C1C=CC=CC=1. The catalyst is C(Cl)(Cl)(Cl)Cl. The product is [Br:1][C:2]1[CH:9]=[CH:8][C:5]([C:6]#[N:7])=[C:4]([CH2:10][Br:11])[CH:3]=1. The yield is 1.00.